Dataset: Forward reaction prediction with 1.9M reactions from USPTO patents (1976-2016). Task: Predict the product of the given reaction. The product is: [CH3:16][O:15][C:10]1[CH:11]=[C:12]2[C:7](=[CH:8][CH:9]=1)[C:6]1=[CH:17][C:2]([NH:23][C:22]3[C:24]([CH3:28])=[CH:25][CH:26]=[CH:27][C:21]=3[O:20][CH3:19])=[N:3][C:4](=[O:18])[N:5]1[CH2:14][CH2:13]2. Given the reactants Cl[C:2]1[CH:17]=[C:6]2[C:7]3[C:12]([CH2:13][CH2:14][N:5]2[C:4](=[O:18])[N:3]=1)=[CH:11][C:10]([O:15][CH3:16])=[CH:9][CH:8]=3.[CH3:19][O:20][C:21]1[CH:27]=[CH:26][CH:25]=[C:24]([CH3:28])[C:22]=1[NH2:23], predict the reaction product.